From a dataset of Forward reaction prediction with 1.9M reactions from USPTO patents (1976-2016). Predict the product of the given reaction. (1) The product is: [O:11]=[C:4]1[C:5]2[C:10](=[CH:9][CH:8]=[CH:7][CH:6]=2)[C:2](=[O:1])[N:3]1[CH2:12][C:13]1[CH:34]=[CH:33][C:16]2[NH:17][C:18]([CH2:20][C:21]3[NH:25][C:24]4[CH:26]=[CH:27][C:28]([C:30]([NH:53][CH2:57][CH2:56][CH2:61][C:40]5[CH:45]=[CH:44][CH:43]=[CH:42][CH:41]=5)=[O:31])=[CH:29][C:23]=4[N:22]=3)=[N:19][C:15]=2[CH:14]=1. Given the reactants [O:1]=[C:2]1[C:10]2[C:5](=[CH:6][CH:7]=[CH:8][CH:9]=2)[C:4](=[O:11])[N:3]1[CH2:12][C:13]1[CH:34]=[CH:33][C:16]2[NH:17][C:18]([CH2:20][C:21]3[NH:25][C:24]4[CH:26]=[CH:27][C:28]([C:30](O)=[O:31])=[CH:29][C:23]=4[N:22]=3)=[N:19][C:15]=2[CH:14]=1.O.ON1[C:41]2[CH:42]=[CH:43][CH:44]=[CH:45][C:40]=2N=N1.F[P-](F)(F)(F)(F)F.[N:53]1(O[P+](N2CCCC2)(N2CCCC2)N2CCCC2)[C:57]2C=CC=[CH:61][C:56]=2N=N1.CN1CCOCC1.N#N.C1(CCCCN)C=CC=CC=1.Cl.[Na+].[Cl-], predict the reaction product. (2) Given the reactants C(OC([NH:8][CH2:9][CH2:10][CH2:11][N:12]1[C:16]2[CH:17]=[CH:18][C:19]([C:21]([OH:23])=O)=[CH:20][C:15]=2[N:14]=[CH:13]1)=O)(C)(C)C.[NH2:24][C:25]1[S:29][N:28]=[C:27]([CH3:30])[N:26]=1, predict the reaction product. The product is: [CH3:30][C:27]1[N:26]=[C:25]([NH:24][C:21]([C:19]2[CH:18]=[CH:17][C:16]3[N:12]([CH2:11][CH2:10][CH2:9][NH2:8])[CH:13]=[N:14][C:15]=3[CH:20]=2)=[O:23])[S:29][N:28]=1. (3) Given the reactants [CH3:1][C:2]1[C:3]2[N:4]([CH:18]=[CH:19][N:20]=2)[CH:5]=[C:6]([C:8]2[CH:13]=[CH:12][C:11]([C:14]([F:17])([F:16])[F:15])=[CH:10][CH:9]=2)[CH:7]=1.[C:21]([O-])(=O)[CH3:22].[Na+].ICl, predict the reaction product. The product is: [C:21]([C:18]1[N:4]2[CH:5]=[C:6]([C:8]3[CH:13]=[CH:12][C:11]([C:14]([F:16])([F:15])[F:17])=[CH:10][CH:9]=3)[CH:7]=[C:2]([CH3:1])[C:3]2=[N:20][CH:19]=1)#[CH:22]. (4) Given the reactants C1(C)C=CC=CC=1P(C1C=CC=CC=1C)C1C=CC=CC=1C.Br[C:24]1[CH:25]=[CH:26][C:27]2[N:40]=[C:31]3[C:32]4[CH:33]=[CH:34][CH:35]=[CH:36][C:37]=4[CH:38]=[CH:39][N:30]3[C:28]=2[CH:29]=1.[C:41]1([C:50]2[CH:55]=[CH:54][CH:53]=[CH:52][CH:51]=2)[C:42](B(O)O)=[CH:43][CH:44]=[CH:45][CH:46]=1.P([O-])([O-])([O-])=O.[K+].[K+].[K+], predict the reaction product. The product is: [C:41]1([C:50]2[CH:51]=[CH:52][CH:53]=[CH:54][CH:55]=2)[CH:42]=[CH:43][CH:44]=[CH:45][C:46]=1[C:24]1[CH:25]=[CH:26][C:27]2[N:40]=[C:31]3[C:32]4[CH:33]=[CH:34][CH:35]=[CH:36][C:37]=4[CH:38]=[CH:39][N:30]3[C:28]=2[CH:29]=1. (5) The product is: [C:1]([O:12][CH2:13][C:14]1[CH:22]=[CH:21][C:19]([OH:20])=[C:16]([O:17][CH3:18])[CH:15]=1)(=[O:11])[CH2:2][CH2:3][CH2:4][CH2:5][CH2:6][CH2:7][CH2:8][CH2:9][CH3:10]. Given the reactants [C:1]([OH:12])(=[O:11])[CH2:2][CH2:3][CH2:4][CH2:5][CH2:6][CH2:7][CH2:8][CH2:9][CH3:10].[CH2:13](O)[C:14]1[CH:22]=[CH:21][C:19]([OH:20])=[C:16]([O:17][CH3:18])[CH:15]=1, predict the reaction product. (6) The product is: [I:11][C:8]1[CH:7]=[C:3]2[C:2](=[CH:10][CH:9]=1)[NH:1][C:18](=[O:16])[NH:19][C:4]2=[O:5]. Given the reactants [NH2:1][C:2]1[CH:10]=[CH:9][C:8]([I:11])=[CH:7][C:3]=1[C:4](O)=[O:5].C(O)(=O)C.[O:16]([C:18]#[N:19])[K].[OH-].[Na+], predict the reaction product. (7) Given the reactants F[C:2]1[CH:7]=[C:6]([O:8][CH3:9])[C:5]([N+:10]([O-:12])=[O:11])=[CH:4][C:3]=1[CH3:13].[CH3:14][N:15]([CH3:22])[CH:16]1[CH2:21][CH2:20][NH:19][CH2:18][CH2:17]1, predict the reaction product. The product is: [CH3:9][O:8][C:6]1[C:5]([N+:10]([O-:12])=[O:11])=[CH:4][C:3]([CH3:13])=[C:2]([N:19]2[CH2:20][CH2:21][CH:16]([N:15]([CH3:22])[CH3:14])[CH2:17][CH2:18]2)[CH:7]=1.